From a dataset of Full USPTO retrosynthesis dataset with 1.9M reactions from patents (1976-2016). Predict the reactants needed to synthesize the given product. (1) Given the product [CH3:43][N:44]1[CH2:49][CH2:48][CH:47]([CH2:50][O:36][C:35](=[O:37])[C:34]2[CH:38]=[CH:39][C:31]([NH:30][C:28]([C@H:9]3[C@H:8]([C:4]4[CH:5]=[CH:6][CH:7]=[C:2]([Cl:1])[C:3]=4[F:42])[C@:12]([C:15]4[CH:20]=[CH:19][C:18]([Cl:21])=[CH:17][C:16]=4[F:22])([C:13]#[N:14])[C@H:11]([CH2:23][C:24]([CH3:26])([CH3:27])[CH3:25])[NH:10]3)=[O:29])=[C:32]([O:40][CH3:41])[CH:33]=2)[CH2:46][CH2:45]1, predict the reactants needed to synthesize it. The reactants are: [Cl:1][C:2]1[C:3]([F:42])=[C:4]([C@@H:8]2[C@:12]([C:15]3[CH:20]=[CH:19][C:18]([Cl:21])=[CH:17][C:16]=3[F:22])([C:13]#[N:14])[C@H:11]([CH2:23][C:24]([CH3:27])([CH3:26])[CH3:25])[NH:10][C@H:9]2[C:28]([NH:30][C:31]2[CH:39]=[CH:38][C:34]([C:35]([OH:37])=[O:36])=[CH:33][C:32]=2[O:40][CH3:41])=[O:29])[CH:5]=[CH:6][CH:7]=1.[CH3:43][N:44]1[CH2:49][CH2:48][CH:47]([CH2:50]O)[CH2:46][CH2:45]1. (2) Given the product [CH2:1]([O:3][C:4](=[O:12])[CH2:5][C:6]1[N:7]=[C:8]([NH:11][C:33]([N:19]([CH2:18][CH:13]2[CH2:14][CH2:15][CH2:16][CH2:17]2)[C:20]2[CH:25]=[CH:24][C:23]([F:26])=[C:22]([F:27])[CH:21]=2)=[O:34])[S:9][CH:10]=1)[CH3:2], predict the reactants needed to synthesize it. The reactants are: [CH2:1]([O:3][C:4](=[O:12])[CH2:5][C:6]1[N:7]=[C:8]([NH2:11])[S:9][CH:10]=1)[CH3:2].[CH:13]1([CH2:18][NH:19][C:20]2[CH:25]=[CH:24][C:23]([F:26])=[C:22]([F:27])[CH:21]=2)[CH2:17][CH2:16][CH2:15][CH2:14]1.C1N=CN([C:33](N2C=NC=C2)=[O:34])C=1. (3) Given the product [OH:14][CH2:15][C@H:16]1[N:21]([CH2:2][C:3]([C:5]2[CH:10]=[CH:9][CH:8]=[C:7]([N+:11]([O-:13])=[O:12])[CH:6]=2)=[O:4])[CH2:20][CH2:19][N:18]([C:22]([O:24][C:25]([CH3:28])([CH3:27])[CH3:26])=[O:23])[CH2:17]1, predict the reactants needed to synthesize it. The reactants are: Br[CH2:2][C:3]([C:5]1[CH:10]=[CH:9][CH:8]=[C:7]([N+:11]([O-:13])=[O:12])[CH:6]=1)=[O:4].[OH:14][CH2:15][C@H:16]1[NH:21][CH2:20][CH2:19][N:18]([C:22]([O:24][C:25]([CH3:28])([CH3:27])[CH3:26])=[O:23])[CH2:17]1.CCN(C(C)C)C(C)C.O. (4) Given the product [Cl:33][C:5]1[C:4]([CH2:3][C:2]#[N:1])=[C:9]([N:10]([CH3:12])[CH3:11])[N:8]=[C:7]([CH2:13][C:14]2[CH:19]=[CH:18][CH:17]=[CH:16][C:15]=2[C:20]2[C:29]3[C:24](=[CH:25][CH:26]=[CH:27][CH:28]=3)[CH:23]=[C:22]([C:30]([NH2:32])=[O:31])[CH:21]=2)[N:6]=1, predict the reactants needed to synthesize it. The reactants are: [NH2:1][C:2](=O)[CH2:3][C:4]1[C:5]([Cl:33])=[N:6][C:7]([CH2:13][C:14]2[CH:19]=[CH:18][CH:17]=[CH:16][C:15]=2[C:20]2[C:29]3[C:24](=[CH:25][CH:26]=[CH:27][CH:28]=3)[CH:23]=[C:22]([C:30]([NH2:32])=[O:31])[CH:21]=2)=[N:8][C:9]=1[N:10]([CH3:12])[CH3:11].FC(F)(F)C(OC(=O)C(F)(F)F)=O. (5) Given the product [F:36][C:35]1[CH:34]=[CH:33][CH:32]=[C:31]([F:37])[C:30]=1[CH2:29][O:8][C:3]([C:9]1[CH:10]=[CH:11][C:12]([CH2:15][S:16]([C:19]2[CH:20]=[CH:21][C:22]([F:25])=[CH:23][CH:24]=2)(=[O:18])=[O:17])=[CH:13][CH:14]=1)([C:4]([F:7])([F:6])[F:5])[C:2]([F:26])([F:1])[F:27], predict the reactants needed to synthesize it. The reactants are: [F:1][C:2]([F:27])([F:26])[C:3]([C:9]1[CH:14]=[CH:13][C:12]([CH2:15][S:16]([C:19]2[CH:24]=[CH:23][C:22]([F:25])=[CH:21][CH:20]=2)(=[O:18])=[O:17])=[CH:11][CH:10]=1)([OH:8])[C:4]([F:7])([F:6])[F:5].Br[CH2:29][C:30]1[C:35]([F:36])=[CH:34][CH:33]=[CH:32][C:31]=1[F:37].C(=O)([O-])[O-].[K+].[K+]. (6) Given the product [Cl:18][C:19]1[CH:20]=[N:21][C:22]([N:29]2[CH2:32][CH:31]([NH:6][C:5]3[CH:7]=[CH:8][CH:9]=[C:3]([C:2]([F:10])([F:11])[F:1])[CH:4]=3)[CH2:30]2)=[C:23]([CH:28]=1)[C:24]([OH:26])=[O:25], predict the reactants needed to synthesize it. The reactants are: [F:1][C:2]([F:11])([F:10])[C:3]1[CH:4]=[C:5]([CH:7]=[CH:8][CH:9]=1)[NH2:6].C(=O)([O-])[O-].[K+].[K+].[Cl:18][C:19]1[CH:20]=[N:21][C:22]([N:29]2[CH2:32][CH:31](OS(C)(=O)=O)[CH2:30]2)=[C:23]([CH:28]=1)[C:24]([O:26]C)=[O:25].O.[OH-].[Li+]. (7) Given the product [NH2:12][C:3]1[C:2]([CH2:1][NH2:19])=[CH:11][CH:10]=[CH:9][C:4]=1[C:5]([O:7][CH3:8])=[O:6], predict the reactants needed to synthesize it. The reactants are: [CH3:1][C:2]1[C:3]([N+:12]([O-])=O)=[C:4]([CH:9]=[CH:10][CH:11]=1)[C:5]([O:7][CH3:8])=[O:6].C1C(=O)[N:19](Br)C(=O)C1.CC(N=NC(C#N)(C)C)(C#N)C.